This data is from Forward reaction prediction with 1.9M reactions from USPTO patents (1976-2016). The task is: Predict the product of the given reaction. (1) Given the reactants [F:1][C:2]1[CH:3]=[C:4]([NH2:10])[CH:5]=[C:6](F)[C:7]=1[F:8].Cl.[C:12]([O-])([O-])=[O:13].[Na+].[Na+], predict the reaction product. The product is: [F:1][C:2]1[CH:3]=[C:4]([NH2:10])[CH:5]=[C:6]([O:13][CH3:12])[C:7]=1[F:8]. (2) Given the reactants [CH:1]1([C:4]2[CH:8]=[C:7]([NH2:9])[N:6]([CH3:10])[N:5]=2)[CH2:3][CH2:2]1.[F:11][C:12]1[CH:17]=[C:16]([O:18][C:19]2[CH:24]=[CH:23][N:22]=[C:21]([C:25]3[CH:26]=[N:27][N:28]([CH3:30])[CH:29]=3)[CH:20]=2)[CH:15]=[CH:14][C:13]=1[NH:31][C:32](=O)[O:33]C(C)=C.C1CCN2C(=NCCC2)CC1, predict the reaction product. The product is: [CH:1]1([C:4]2[CH:8]=[C:7]([NH:9][C:32]([NH:31][C:13]3[CH:14]=[CH:15][C:16]([O:18][C:19]4[CH:24]=[CH:23][N:22]=[C:21]([C:25]5[CH:26]=[N:27][N:28]([CH3:30])[CH:29]=5)[CH:20]=4)=[CH:17][C:12]=3[F:11])=[O:33])[N:6]([CH3:10])[N:5]=2)[CH2:3][CH2:2]1. (3) The product is: [F:18][CH:16]([F:17])[CH2:15][O:14][C:5]1[N:6]=[C:7]([NH2:13])[C:8]([N+:10]([O-:12])=[O:11])=[CH:9][C:4]=1[C:3]([OH:19])=[O:2]. Given the reactants C[O:2][C:3](=[O:19])[C:4]1[CH:9]=[C:8]([N+:10]([O-:12])=[O:11])[C:7]([NH2:13])=[N:6][C:5]=1[O:14][CH2:15][CH:16]([F:18])[F:17].[OH-].[Na+], predict the reaction product. (4) Given the reactants [OH-].[Li+].[CH2:3]([O:5][C@@H:6]([CH2:12][C:13]1[CH:18]=[CH:17][C:16]([CH2:19][CH2:20][O:21][C:22]2[CH:27]=[CH:26][C:25]([O:28][S:29]([CH3:32])(=[O:31])=[O:30])=[CH:24][CH:23]=2)=[CH:15][CH:14]=1)[C:7]([O:9]CC)=[O:8])[CH3:4].Cl, predict the reaction product. The product is: [CH2:3]([O:5][C@@H:6]([CH2:12][C:13]1[CH:14]=[CH:15][C:16]([CH2:19][CH2:20][O:21][C:22]2[CH:23]=[CH:24][C:25]([O:28][S:29]([CH3:32])(=[O:31])=[O:30])=[CH:26][CH:27]=2)=[CH:17][CH:18]=1)[C:7]([OH:9])=[O:8])[CH3:4]. (5) Given the reactants Br.[C:2]([C:4]1[CH:9]=[CH:8][C:7]([C:10](=[O:23])[CH2:11][N:12]2[CH2:17][CH2:16][CH2:15][C@H:14]([C:18]([O:20][CH2:21][CH3:22])=[O:19])[CH2:13]2)=[CH:6][CH:5]=1)#[N:3].[CH3:24][Mg]Br.C(=O)(O)[O-].[Na+].Cl.[NH2:33][OH:34], predict the reaction product. The product is: [OH:23][C:10]([C:7]1[CH:6]=[CH:5][C:4](/[C:2](=[N:33]/[OH:34])/[NH2:3])=[CH:9][CH:8]=1)([CH3:24])[CH2:11][N:12]1[CH2:17][CH2:16][CH2:15][C@H:14]([C:18]([O:20][CH2:21][CH3:22])=[O:19])[CH2:13]1. (6) Given the reactants [O:1]1[CH2:5][CH2:4][C:3](=O)[CH2:2]1.[NH2:7][CH:8]([C:12]1[CH:17]=[CH:16][C:15]([Br:18])=[CH:14][CH:13]=1)[C:9]([NH2:11])=[O:10], predict the reaction product. The product is: [Br:18][C:15]1[CH:14]=[CH:13][C:12]([CH:8]2[NH:7][C:3]3([CH2:4][CH2:5][O:1][CH2:2]3)[NH:11][C:9]2=[O:10])=[CH:17][CH:16]=1.